This data is from Full USPTO retrosynthesis dataset with 1.9M reactions from patents (1976-2016). The task is: Predict the reactants needed to synthesize the given product. (1) Given the product [C:42]([CH2:41][C:37]1([N:35]2[CH:36]=[C:32]([C:31]3[C:26]4[CH:25]=[CH:24][NH:23][C:27]=4[N:28]=[CH:29][N:30]=3)[CH:33]=[N:34]2)[CH2:40][N:39]([C:2]2[CH:3]=[CH:4][C:5]([C:8]([NH:14][CH:12]([CH3:13])[CH3:11])=[O:10])=[N:6][CH:7]=2)[CH2:38]1)#[N:43], predict the reactants needed to synthesize it. The reactants are: Br[C:2]1[CH:3]=[CH:4][C:5]([C:8]([OH:10])=O)=[N:6][CH:7]=1.[CH3:11][CH:12]([NH2:14])[CH3:13].Cl.Cl.C[Si](C)(C)CCOC[N:23]1[C:27]2[N:28]=[CH:29][N:30]=[C:31]([C:32]3[CH:33]=[N:34][N:35]([C:37]4([CH2:41][C:42]#[N:43])[CH2:40][NH:39][CH2:38]4)[CH:36]=3)[C:26]=2[CH:25]=[CH:24]1. (2) Given the product [F:36][C:16]1[N:34]2[CH:33]=[CH:32][C:27]([C:28]([O:30][CH3:31])=[O:29])=[CH:26][C:25]2=[N:24][C:17]=1[C:18]1[CH:19]=[CH:20][CH:21]=[CH:22][CH:23]=1, predict the reactants needed to synthesize it. The reactants are: P(OC)(OC)OC.CN1CCCC1=O.F[C:16]([F:36])(F)/[C:17](=[N:24]\[C:25]1[CH:26]=[C:27]([CH:32]=[CH:33][N:34]=1)[C:28]([O:30][CH3:31])=[O:29])/[C:18]1[CH:23]=[CH:22][CH:21]=[CH:20][CH:19]=1. (3) Given the product [Br:1][C:2]1[CH:7]=[CH:6][N:5]([CH2:10][C:11]([O:13][CH2:14][CH3:15])=[O:12])[C:4](=[O:8])[CH:3]=1, predict the reactants needed to synthesize it. The reactants are: [Br:1][C:2]1[CH:7]=[CH:6][NH:5][C:4](=[O:8])[CH:3]=1.Br[CH2:10][C:11]([O:13][CH2:14][CH3:15])=[O:12]. (4) Given the product [CH3:1][O:2][C:3](=[O:33])[C:4]1[CH:9]=[C:8]([O:10][C:11]2[CH:16]=[CH:15][C:14]([NH2:17])=[C:13]([O:20][CH3:21])[CH:12]=2)[CH:7]=[CH:6][C:5]=1[NH:22][S:23]([C:26]1[CH:27]=[CH:28][C:29]([CH3:32])=[CH:30][CH:31]=1)(=[O:25])=[O:24], predict the reactants needed to synthesize it. The reactants are: [CH3:1][O:2][C:3](=[O:33])[C:4]1[CH:9]=[C:8]([O:10][C:11]2[CH:16]=[CH:15][C:14]([N+:17]([O-])=O)=[C:13]([O:20][CH3:21])[CH:12]=2)[CH:7]=[CH:6][C:5]=1[NH:22][S:23]([C:26]1[CH:31]=[CH:30][C:29]([CH3:32])=[CH:28][CH:27]=1)(=[O:25])=[O:24].[H][H]. (5) Given the product [C:1]([C:5]1[CH:13]=[CH:12][C:8]([C:9]([Cl:31])=[O:10])=[C:7]([O:14][CH:15]2[CH2:20][CH2:19][N:18]([C:21]([O:23][C:24]([CH3:27])([CH3:26])[CH3:25])=[O:22])[CH2:17][CH2:16]2)[CH:6]=1)([CH3:4])([CH3:3])[CH3:2], predict the reactants needed to synthesize it. The reactants are: [C:1]([C:5]1[CH:13]=[CH:12][C:8]([C:9](O)=[O:10])=[C:7]([O:14][CH:15]2[CH2:20][CH2:19][N:18]([C:21]([O:23][C:24]([CH3:27])([CH3:26])[CH3:25])=[O:22])[CH2:17][CH2:16]2)[CH:6]=1)([CH3:4])([CH3:3])[CH3:2].C(Cl)(=O)C([Cl:31])=O.CN(C=O)C.